Dataset: Reaction yield outcomes from USPTO patents with 853,638 reactions. Task: Predict the reaction yield, written as a fraction of the theoretical maximum amount of product (1.0 means a 100% yield; for example, 0.34 means a 34% yield). (1) The reactants are Br[C:2]1[CH:11]=[C:10]2[C:5]([N:6]=[CH:7][C:8]([N:12]3[CH2:17][CH2:16][O:15][CH2:14][CH2:13]3)=[N:9]2)=[CH:4][CH:3]=1.[B:18]1([B:18]2[O:22][C:21]([CH3:24])([CH3:23])[C:20]([CH3:26])([CH3:25])[O:19]2)[O:22][C:21]([CH3:24])([CH3:23])[C:20]([CH3:26])([CH3:25])[O:19]1.C([O-])(=O)C.[K+]. The catalyst is O1CCOCC1. The product is [N:12]1([C:8]2[CH:7]=[N:6][C:5]3[C:10](=[CH:11][C:2]([B:18]4[O:22][C:21]([CH3:24])([CH3:23])[C:20]([CH3:26])([CH3:25])[O:19]4)=[CH:3][CH:4]=3)[N:9]=2)[CH2:17][CH2:16][O:15][CH2:14][CH2:13]1. The yield is 0.810. (2) The catalyst is ClCCl. The reactants are C[O:2][C:3]1[CH:4]=[C:5]([N:9]2[CH2:13][CH2:12][CH2:11][CH2:10]2)[CH:6]=[CH:7][CH:8]=1.B(Br)(Br)Br. The product is [N:9]1([C:5]2[CH:4]=[C:3]([OH:2])[CH:8]=[CH:7][CH:6]=2)[CH2:10][CH2:11][CH2:12][CH2:13]1. The yield is 0.970.